This data is from Full USPTO retrosynthesis dataset with 1.9M reactions from patents (1976-2016). The task is: Predict the reactants needed to synthesize the given product. (1) Given the product [O:4]1[C:8]2=[C:9]([N:13]3[CH2:18][CH2:17][N:16]([CH2:19][CH2:20][C@H:21]4[CH2:26][CH2:25][C@H:24]([NH:27][S:36]([CH3:35])(=[O:38])=[O:37])[CH2:23][CH2:22]4)[CH2:15][CH2:14]3)[N:10]=[CH:11][CH:12]=[C:7]2[CH2:6][CH2:5]1, predict the reactants needed to synthesize it. The reactants are: Cl.Cl.Cl.[O:4]1[C:8]2=[C:9]([N:13]3[CH2:18][CH2:17][N:16]([CH2:19][CH2:20][C@H:21]4[CH2:26][CH2:25][C@H:24]([NH2:27])[CH2:23][CH2:22]4)[CH2:15][CH2:14]3)[N:10]=[CH:11][CH:12]=[C:7]2[CH2:6][CH2:5]1.C(N(CC)CC)C.[CH3:35][S:36](Cl)(=[O:38])=[O:37].[OH-].[Na+]. (2) The reactants are: [NH2:1][C:2]1[N:7]=[CH:6][C:5]([C:8]2[CH:13]=[CH:12][C:11]([C:14]34[CH2:21][CH2:20][C:17]([CH2:22][C:23]([O:25]C)=[O:24])([CH2:18][CH2:19]3)[O:16][CH2:15]4)=[CH:10][CH:9]=2)=[CH:4][N:3]=1.[C:27](N1C=CC=CC1=O)(N1C=CC=CC1=O)=[S:28].[CH:43]1([C:47]([NH:49][NH2:50])=O)[CH2:46][CH2:45][CH2:44]1. Given the product [CH:43]1([C:47]2[S:28][C:27]([NH:1][C:2]3[N:7]=[CH:6][C:5]([C:8]4[CH:9]=[CH:10][C:11]([C:14]56[CH2:21][CH2:20][C:17]([CH2:22][C:23]([OH:25])=[O:24])([CH2:18][CH2:19]5)[O:16][CH2:15]6)=[CH:12][CH:13]=4)=[CH:4][N:3]=3)=[N:50][N:49]=2)[CH2:46][CH2:45][CH2:44]1, predict the reactants needed to synthesize it. (3) Given the product [F:11][C:12]1[CH:13]=[C:14]([C:2]#[C:1][C:3]2[CH:4]=[N:5][CH:6]=[C:7]([CH:10]=2)[C:8]#[N:9])[CH:15]=[CH:16][CH:17]=1, predict the reactants needed to synthesize it. The reactants are: [C:1]([C:3]1[CH:4]=[N:5][CH:6]=[C:7]([CH:10]=1)[C:8]#[N:9])#[CH:2].[F:11][C:12]1[CH:17]=[CH:16][CH:15]=[C:14](I)[CH:13]=1.C(N(CC)CC)C.